This data is from Reaction yield outcomes from USPTO patents with 853,638 reactions. The task is: Predict the reaction yield, written as a fraction of the theoretical maximum amount of product (1.0 means a 100% yield; for example, 0.34 means a 34% yield). (1) The reactants are Cl.[NH2:2][CH2:3][CH2:4][NH:5][C:6]([C:8]1[S:20][C:19]2[C:18]3[CH:17]=[CH:16][CH:15]=[CH:14][C:13]=3[N:12]([CH2:21][C:22](=[O:29])[C:23]3[CH:28]=[CH:27][CH:26]=[CH:25][CH:24]=3)[C:11](=[O:30])[C:10]=2[C:9]=1[O:31][CH3:32])=[O:7].[CH3:33][C:34]([CH3:36])=O.CN(C=O)C.C([BH3-])#N.[Na+]. The catalyst is CO.C(=O)([O-])O.[Na+]. The product is [CH3:32][O:31][C:9]1[C:10]2[C:11](=[O:30])[N:12]([CH2:21][C:22](=[O:29])[C:23]3[CH:24]=[CH:25][CH:26]=[CH:27][CH:28]=3)[C:13]3[CH:14]=[CH:15][CH:16]=[CH:17][C:18]=3[C:19]=2[S:20][C:8]=1[C:6]([NH:5][CH2:4][CH2:3][NH:2][CH:34]([CH3:36])[CH3:33])=[O:7]. The yield is 0.450. (2) The reactants are [Cl:1][C:2]1[CH:3]=[C:4]([CH:8]=[CH:9][CH:10]=1)[C:5](=[NH:7])[NH2:6].O=[C:12]1[CH2:17][CH2:16][CH2:15][S:14][CH:13]1[C:18](OC)=[O:19].C[O-].[Na+]. The catalyst is C(O)C. The product is [Cl:1][C:2]1[CH:3]=[C:4]([C:5]2[N:6]=[C:18]([OH:19])[C:13]3[S:14][CH2:15][CH2:16][CH2:17][C:12]=3[N:7]=2)[CH:8]=[CH:9][CH:10]=1. The yield is 0.670. (3) The reactants are CS(C)=O.[Br:5][C:6]1[CH:7]=[C:8]([C:12]#[C:13][C:14]2[CH:15]=[C:16]([CH:19]=[O:20])[NH:17][CH:18]=2)[CH:9]=[CH:10][CH:11]=1.C(OCC)(=[O:23])C.[OH2:27]. The product is [Br:5][C:6]1[CH:7]=[C:8]([C:12](=[O:23])[C:13]([C:14]2[CH:15]=[C:16]([CH:19]=[O:20])[NH:17][CH:18]=2)=[O:27])[CH:9]=[CH:10][CH:11]=1. The catalyst is [Pd](Cl)Cl. The yield is 0.720. (4) The catalyst is CCO.[Pd]. The product is [NH2:1][C:4]1[CH:12]=[C:11]2[C:7]([C:8]([C:13]#[N:14])=[CH:9][NH:10]2)=[CH:6][CH:5]=1. The reactants are [N+:1]([C:4]1[CH:12]=[C:11]2[C:7]([C:8]([C:13]#[N:14])=[CH:9][NH:10]2)=[CH:6][CH:5]=1)([O-])=O. The yield is 0.990. (5) The reactants are [CH3:1][NH2:2].[C:3]([C:5]1[CH:10]=[CH:9][C:8]([N:11]2[C:18](=[O:19])[C:14]3([CH2:17][CH2:16][CH2:15]3)[N:13]([C:20]3[CH:25]=[CH:24][C:23]([CH2:26]OS(C)(=O)=O)=[CH:22][CH:21]=3)[C:12]2=[S:32])=[CH:7][C:6]=1[C:33]([F:36])([F:35])[F:34])#[N:4]. The catalyst is C1COCC1. The product is [CH3:1][NH:2][CH2:26][C:23]1[CH:22]=[CH:21][C:20]([N:13]2[C:12](=[S:32])[N:11]([C:8]3[CH:9]=[CH:10][C:5]([C:3]#[N:4])=[C:6]([C:33]([F:36])([F:34])[F:35])[CH:7]=3)[C:18](=[O:19])[C:14]32[CH2:17][CH2:16][CH2:15]3)=[CH:25][CH:24]=1. The yield is 0.820. (6) The reactants are Cl[C:2]1[CH:7]=[CH:6][N:5]=[CH:4][CH:3]=1.[CH2:8]([OH:11])[CH2:9]O.[OH-:12].[Na+].[CH3:14]S(C)=O. No catalyst specified. The product is [OH:12][CH2:14][CH2:9][CH2:8][O:11][C:2]1[CH:7]=[CH:6][N:5]=[CH:4][CH:3]=1. The yield is 0.450. (7) The reactants are [Cl:1][C:2]1[CH:11]=[C:10]2[C:5]([C:6](=[O:23])[C:7]([CH3:22])([C:13]3[CH:18]=[CH:17][C:16]([N+:19]([O-])=O)=[CH:15][CH:14]=3)[C:8](=[O:12])[NH:9]2)=[CH:4][CH:3]=1. The catalyst is CO.Cl. The product is [NH2:19][C:16]1[CH:15]=[CH:14][C:13]([C:7]2([CH3:22])[C:6](=[O:23])[C:5]3[C:10](=[CH:11][C:2]([Cl:1])=[CH:3][CH:4]=3)[NH:9][C:8]2=[O:12])=[CH:18][CH:17]=1. The yield is 0.880.